Dataset: Catalyst prediction with 721,799 reactions and 888 catalyst types from USPTO. Task: Predict which catalyst facilitates the given reaction. (1) The catalyst class is: 1. Product: [Cl:28][C:29]1[CH:30]=[CH:31][C:32]([O:61][CH3:62])=[C:33]([C:35]2[C:44]3[C:39](=[CH:40][C:41]([S:45]([N:6]([CH2:5][C:4]4[CH:12]=[CH:13][C:14]([O:16][CH3:17])=[CH:15][C:3]=4[O:2][CH3:1])[C:7]4[S:11][N:10]=[CH:9][N:8]=4)(=[O:47])=[O:46])=[CH:42][CH:43]=3)[C:38](=[O:60])[NH:37][N:36]=2)[CH:34]=1. Reactant: [CH3:1][O:2][C:3]1[CH:15]=[C:14]([O:16][CH3:17])[CH:13]=[CH:12][C:4]=1[CH2:5][NH:6][C:7]1[S:11][N:10]=[CH:9][N:8]=1.C[Si]([N-][Si](C)(C)C)(C)C.[Li+].[Cl:28][C:29]1[CH:30]=[CH:31][C:32]([O:61][CH3:62])=[C:33]([C:35]2[C:44]3[C:39](=[CH:40][C:41]([S:45](OC4C(F)=C(F)C(F)=C(F)C=4F)(=[O:47])=[O:46])=[CH:42][CH:43]=3)[C:38](=[O:60])[NH:37][N:36]=2)[CH:34]=1. (2) Reactant: [CH2:1]1[C:9]2[C:4](=[CH:5][C:6]([O:10][CH2:11][C:12]([O:14]CC)=O)=[CH:7][CH:8]=2)[CH2:3][CH2:2]1.[N:17]1[CH:22]=[CH:21][CH:20]=[CH:19][C:18]=1[CH2:23][NH2:24]. Product: [CH2:1]1[C:9]2[C:4](=[CH:5][C:6]([O:10][CH2:11][C:12]([NH:24][CH2:23][C:18]3[CH:19]=[CH:20][CH:21]=[CH:22][N:17]=3)=[O:14])=[CH:7][CH:8]=2)[CH2:3][CH2:2]1. The catalyst class is: 8. (3) Reactant: F[C:2]1[CH:3]=[C:4]([CH:7]=[CH:8][CH:9]=1)[C:5]#[N:6].[Cl:10][C:11]1[CH:16]=[CH:15][CH:14]=[CH:13][C:12]=1[OH:17].C(=O)([O-])[O-].[Cs+].[Cs+].Cl. Product: [Cl:10][C:11]1[CH:16]=[CH:15][CH:14]=[CH:13][C:12]=1[O:17][C:2]1[CH:3]=[C:4]([CH:7]=[CH:8][CH:9]=1)[C:5]#[N:6]. The catalyst class is: 3. (4) Reactant: C([O:4][CH2:5][C:6]1[CH:11]=[C:10]([CH2:12][O:13]C(=O)C)[CH:9]=[CH:8][C:7]=1[Br:17])(=O)C.C(OCC1C=CC=C(COC(=O)C)C=1Br)(=O)C.[OH-].[Na+]. Product: [OH:4][CH2:5][C:6]1[CH:11]=[C:10]([CH2:12][OH:13])[CH:9]=[CH:8][C:7]=1[Br:17]. The catalyst class is: 5. (5) Reactant: [F:1][C:2]1[CH:7]=[C:6]([B:8]2[O:12][C:11]([CH3:14])([CH3:13])[C:10]([CH3:16])([CH3:15])[O:9]2)[CH:5]=[C:4]([F:17])[C:3]=1[OH:18].C([O-])([O-])=O.[Cs+].[Cs+].[CH2:25]([O:27][C:28](=[O:33])[CH2:29][CH2:30][CH2:31]Br)[CH3:26]. Product: [CH2:25]([O:27][C:28](=[O:33])[CH2:29][CH2:30][CH2:31][O:18][C:3]1[C:4]([F:17])=[CH:5][C:6]([B:8]2[O:12][C:11]([CH3:13])([CH3:14])[C:10]([CH3:16])([CH3:15])[O:9]2)=[CH:7][C:2]=1[F:1])[CH3:26]. The catalyst class is: 3. (6) Reactant: [C:1]([NH:9][C:10]1[S:11][CH2:12][C@@H:13]2[C@@H:18]([C:19](N(OC)C)=[O:20])[O:17][CH2:16][C@:14]2([C:25]2[CH:30]=[C:29]([Br:31])[CH:28]=[CH:27][C:26]=2[F:32])[N:15]=1)(=[O:8])[C:2]1[CH:7]=[CH:6][CH:5]=[CH:4][CH:3]=1.[CH2:33]1[CH2:37]OC[CH2:34]1. Product: [Br:31][C:29]1[CH:28]=[CH:27][C:26]([F:32])=[C:25]([C@:14]23[CH2:16][O:17][C@H:18]([C:19]([CH:34]4[CH2:33][CH2:37]4)=[O:20])[CH:13]2[CH2:12][S:11][C:10]([NH:9][C:1](=[O:8])[C:2]2[CH:3]=[CH:4][CH:5]=[CH:6][CH:7]=2)=[N:15]3)[CH:30]=1. The catalyst class is: 775. (7) Reactant: [N:1]1[CH:6]=[CH:5][CH:4]=[C:3]([C:7](=[S:9])[NH2:8])[CH:2]=1.Br[CH:11]([CH:16]([CH3:18])[CH3:17])[C:12](OC)=[O:13].N1C=CC=CC=1. Product: [CH:16]([C:11]1[S:9][C:7]([C:3]2[CH:2]=[N:1][CH:6]=[CH:5][CH:4]=2)=[N:8][C:12]=1[OH:13])([CH3:18])[CH3:17]. The catalyst class is: 8. (8) Reactant: [C:1]([O:6][CH2:7][CH2:8][CH3:9])(=[O:5])[CH:2]([CH3:4])[OH:3].C(Cl)(Cl)Cl.C(N(CC)CC)C.[C:21](Cl)(=[O:25])[CH:22]([CH3:24])[CH3:23]. Product: [CH2:7]([O:6][C:1](=[O:5])[C@@H:2]([O:3][C:21](=[O:25])[CH:22]([CH3:24])[CH3:23])[CH3:4])[CH2:8][CH3:9]. The catalyst class is: 4.